Dataset: Reaction yield outcomes from USPTO patents with 853,638 reactions. Task: Predict the reaction yield, written as a fraction of the theoretical maximum amount of product (1.0 means a 100% yield; for example, 0.34 means a 34% yield). (1) The reactants are C([O:8][C:9]1[C:13]([O:14]CC2C=CC=CC=2)=[C:12]([C:22](=[O:26])[N:23]([CH3:25])[CH3:24])[N:11]([C:27]2[CH:32]=[CH:31][C:30]([OH:33])=[CH:29][CH:28]=2)[C:10]=1[C:34]([O:36][CH2:37][CH3:38])=[O:35])C1C=CC=CC=1. The catalyst is CO.[Pd]. The product is [CH3:25][N:23]([CH3:24])[C:22]([C:12]1[N:11]([C:27]2[CH:28]=[CH:29][C:30]([OH:33])=[CH:31][CH:32]=2)[C:10]([C:34]([O:36][CH2:37][CH3:38])=[O:35])=[C:9]([OH:8])[C:13]=1[OH:14])=[O:26]. The yield is 0.560. (2) The reactants are [CH2:1]([O:3][C:4](=[O:32])[C:5]([O:23][C:24]1[CH:29]=[CH:28][C:27]([O:30][CH3:31])=[CH:26][CH:25]=1)([CH3:22])[CH:6]([C:8]1[CH:13]=[CH:12][C:11]([O:14][CH2:15][C:16]2[CH:21]=[CH:20][CH:19]=[CH:18][CH:17]=2)=[CH:10][CH:9]=1)O)[CH3:2].B(F)(F)F.CCOCC.C([SiH](CC)CC)C.C([O-])([O-])=O.[Na+].[Na+]. The catalyst is C(Cl)Cl. The product is [CH2:1]([O:3][C:4](=[O:32])[C:5]([O:23][C:24]1[CH:29]=[CH:28][C:27]([O:30][CH3:31])=[CH:26][CH:25]=1)([CH3:22])[CH2:6][C:8]1[CH:9]=[CH:10][C:11]([O:14][CH2:15][C:16]2[CH:21]=[CH:20][CH:19]=[CH:18][CH:17]=2)=[CH:12][CH:13]=1)[CH3:2]. The yield is 0.210. (3) The reactants are [CH3:1][O:2][C:3](=[O:23])[CH2:4][C:5]1[C:14]([CH3:15])=[C:13]([CH:16]2[CH2:21][CH2:20][NH:19][CH2:18][CH2:17]2)[C:12]2[C:7](=[CH:8][CH:9]=[C:10]([F:22])[CH:11]=2)[CH:6]=1.[F:24][C:25]([F:36])([F:35])[C:26]1[CH:31]=[CH:30][CH:29]=[C:28]([N:32]=[C:33]=[O:34])[CH:27]=1. The catalyst is C(Cl)Cl.O. The product is [CH3:1][O:2][C:3](=[O:23])[CH2:4][C:5]1[C:14]([CH3:15])=[C:13]([CH:16]2[CH2:17][CH2:18][N:19]([C:33](=[O:34])[NH:32][C:28]3[CH:29]=[CH:30][CH:31]=[C:26]([C:25]([F:24])([F:36])[F:35])[CH:27]=3)[CH2:20][CH2:21]2)[C:12]2[C:7](=[CH:8][CH:9]=[C:10]([F:22])[CH:11]=2)[CH:6]=1. The yield is 0.650. (4) The reactants are [CH3:1][O:2][C:3]1[N:8]=[N:7][C:6]([N:9]2[C:13]([C:14]3[CH:19]=[CH:18][C:17]([CH3:20])=[CH:16][N:15]=3)=[CH:12][C:11]([C:21]([OH:23])=O)=[N:10]2)=[CH:5][CH:4]=1.[CH2:24]([NH:26][CH2:27][CH3:28])[CH3:25]. No catalyst specified. The product is [CH2:24]([N:26]([CH2:27][CH3:28])[C:21]([C:11]1[CH:12]=[C:13]([C:14]2[CH:19]=[CH:18][C:17]([CH3:20])=[CH:16][N:15]=2)[N:9]([C:6]2[N:7]=[N:8][C:3]([O:2][CH3:1])=[CH:4][CH:5]=2)[N:10]=1)=[O:23])[CH3:25]. The yield is 0.340. (5) The reactants are [F:1][C:2]1[CH:11]=[C:10]([I:12])[CH:9]=[CH:8][C:3]=1[N:4]=[C:5]=[N:6][CH3:7].[H-].[Na+].[CH2:15]([C:17]1[O:21][C:20]([CH2:22][C:23]([O:25][CH3:26])=[O:24])=[C:19]([C:27]([O:29]C)=O)[CH:18]=1)C. The catalyst is C1COCC1. The product is [F:1][C:2]1[CH:11]=[C:10]([I:12])[CH:9]=[CH:8][C:3]=1[NH:4][C:5]1[N:6]([CH3:7])[C:27](=[O:29])[C:19]2[CH:18]=[C:17]([CH3:15])[O:21][C:20]=2[C:22]=1[C:23]([O:25][CH3:26])=[O:24]. The yield is 0.320. (6) The reactants are [CH3:1][O:2][C:3]1[CH:8]=[CH:7][N:6]=[C:5]2[N:9]([S:12]([C:15]3[CH:20]=[CH:19][CH:18]=[CH:17][CH:16]=3)(=[O:14])=[O:13])[CH:10]=[CH:11][C:4]=12.[Li+].CC([N-]C(C)C)C.[Cl:29][C:30]1[N:35]=[CH:34][CH:33]=[CH:32][N:31]=1.C(C1C(=O)C(Cl)=C(Cl)C(=O)C=1C#N)#N.[OH-].[Na+]. The catalyst is C1COCC1.O.CCCCCC. The product is [Cl:29][C:30]1[N:35]=[C:34]([C:10]2[N:9]([S:12]([C:15]3[CH:16]=[CH:17][CH:18]=[CH:19][CH:20]=3)(=[O:13])=[O:14])[C:5]3=[N:6][CH:7]=[CH:8][C:3]([O:2][CH3:1])=[C:4]3[CH:11]=2)[CH:33]=[CH:32][N:31]=1. The yield is 0.490. (7) The reactants are [CH3:1][C:2]1[N:7]=[C:6]([C:8]2[CH:13]=[CH:12][CH:11]=[C:10]([C:14]3[CH:15]=[C:16]([S:20](Cl)(=[O:22])=[O:21])[CH:17]=[CH:18][CH:19]=3)[N:9]=2)[CH:5]=[C:4]([C:24]2[CH:29]=[CH:28][C:27]([C:30]([F:33])([F:32])[F:31])=[CH:26][CH:25]=2)[CH:3]=1.[CH3:34][O:35][CH2:36][CH2:37][O:38][CH2:39][CH2:40][O:41][CH2:42][CH2:43][O:44][CH2:45][CH2:46][NH:47][CH2:48][CH2:49][O:50][CH2:51][CH2:52][O:53][CH2:54][CH2:55][O:56][CH2:57][CH2:58][O:59][CH3:60].CCN(CC)CC. The catalyst is C1COCC1.CCOC(C)=O. The product is [CH3:60][O:59][CH2:58][CH2:57][O:56][CH2:55][CH2:54][O:53][CH2:52][CH2:51][O:50][CH2:49][CH2:48][N:47]([CH2:46][CH2:45][O:44][CH2:43][CH2:42][O:41][CH2:40][CH2:39][O:38][CH2:37][CH2:36][O:35][CH3:34])[S:20]([C:16]1[CH:17]=[CH:18][CH:19]=[C:14]([C:10]2[N:9]=[C:8]([C:6]3[CH:5]=[C:4]([C:24]4[CH:29]=[CH:28][C:27]([C:30]([F:33])([F:32])[F:31])=[CH:26][CH:25]=4)[CH:3]=[C:2]([CH3:1])[N:7]=3)[CH:13]=[CH:12][CH:11]=2)[CH:15]=1)(=[O:22])=[O:21]. The yield is 0.630.